This data is from Forward reaction prediction with 1.9M reactions from USPTO patents (1976-2016). The task is: Predict the product of the given reaction. (1) Given the reactants [CH2:1]([N:8]1[CH2:13][CH2:12][NH:11][CH2:10][CH2:9]1)[C:2]1[CH:7]=[CH:6][CH:5]=[CH:4][CH:3]=1.C(N(CC)CC)C.[C:21](Cl)(=[O:23])[CH3:22], predict the reaction product. The product is: [C:21]([N:11]1[CH2:12][CH2:13][N:8]([CH2:1][C:2]2[CH:3]=[CH:4][CH:5]=[CH:6][CH:7]=2)[CH2:9][CH2:10]1)(=[O:23])[CH3:22]. (2) Given the reactants [CH3:1][O:2][C:3]1[CH:8]=[CH:7][C:6]2[C:9]3([CH2:19][O:20][C:5]=2[CH:4]=1)[C:17]1[C:12](=[CH:13][CH:14]=[CH:15][CH:16]=1)[NH:11][C:10]3=[O:18].N1C2C(=CC=CC=2)[C:23]2([CH2:33][O:32][C:31]3[CH:34]=C4C(=C[C:30]2=3)CCO4)C1=O.CC1C=CC(S(OC[C@H]2CCCO2)(=O)=O)=CC=1.BrCC1CCCCO1, predict the reaction product. The product is: [CH3:1][O:2][C:3]1[CH:8]=[CH:7][C:6]2[C:9]3([CH2:19][O:20][C:5]=2[CH:4]=1)[C:17]1[C:12](=[CH:13][CH:14]=[CH:15][CH:16]=1)[N:11]([CH2:34][C@H:31]1[CH2:30][CH2:23][CH2:33][O:32]1)[C:10]3=[O:18].